Dataset: Experimentally validated miRNA-target interactions with 360,000+ pairs, plus equal number of negative samples. Task: Binary Classification. Given a miRNA mature sequence and a target amino acid sequence, predict their likelihood of interaction. (1) The miRNA is mmu-miR-7007-3p with sequence CCCAUCCACGUUUCUUCU. The protein sequence of the target gene is MEINTKLLISVTCISFFTFQLLFYFVSYWFSAKVSPGFNSLSFKKKIEWNSRVVSTCHSLVVGIFGLYIFLFDEATKADPLWGGPSLANVNIAIASGYLISDLSIIILYWKVIGDKFFIMHHCASLYAYYLVLKNGVLAYIGNFRLLAELSSPFVNQRWFFEALKYPKFSKAIVINGILMTVVFFIVRIASMLPHYGFMYSVYGTEPYIRLGVLIQLSWVISCVVLDVMNVMWMIKISKGCIKVISHIRQEKAKNSLQNGKLD. Result: 0 (no interaction). (2) The miRNA is hsa-miR-548i with sequence AAAAGUAAUUGCGGAUUUUGCC. The protein sequence of the target gene is MIPVTELRYFADTQPAYRILKPWWDVFTDYISIVMLMIAVFGGTLQVTQDKMICLPCKWVTKDSCNDSFRGWAASSPEPTYPNSTVLPTPDTGPTGIKYDLDRHQYNYVDAVCYENRLHWFAKYFPYLVLLHTLIFLACSNFWFKFPRTSSKLEHFVSILLKCFDSPWTTRALSETVVEESDPKPAFSKMNGSMDKKSSTVSEDVEATVPMLQRTKSRIEQGIVDRSETGVLDKKEGEQAKALFEKVKKFRTHVEEGDIVYRLYMRQTIIKVIKFALIICYTVYYVHNIKFDVDCTVDIE.... Result: 0 (no interaction). (3) The miRNA is hsa-miR-889-5p with sequence AAUGGCUGUCCGUAGUAUGGUC. The protein sequence of the target gene is MELDHRTSGGLHAYPGPRGGQVAKPNVILQIGKCRAEMLEHVRRTHRHLLAEVSKQVERELKGLHRSVGKLESNLDGYVPTSDSQRWKKSIKACLCRCQETIANLERWVKREMHVWREVFYRLERWADRLESTGGKYPVGSESARHTVSVGVGGPESYCHEADGYDYTVSPYAITPPPAAGELPGQEPAEAQQYQPWVPGEDGQPSPGVDTQIFEDPREFLSHLEEYLRQVGGSEEYWLSQIQNHMNGPAKKWWEFKQGSVKNWVEFKKEFLQYSEGTLSREAIQRELDLPQKQGEPLDQ.... Result: 1 (interaction). (4) The miRNA is hsa-miR-635 with sequence ACUUGGGCACUGAAACAAUGUCC. The protein sequence of the target gene is MVNENTRMYVPEENHQGSNYGSPRPAHANMNANAAAGLAPEHIPTPGAALSWQAAIDAARQAKLMGSAGNATISTVSSTQRKRQQYGKPKKQGGTTATRPPRALLCLTLKNPIRRACISIVEWKPFEIIILLTIFANCVALAIYIPFPEDDSNATNSNLERVEYLFLIIFTVEAFLKVIAYGLLFHPNAYLRNGWNLLDFIIVVVGLFSAILEQATKADGANALGGKGAGFDVKALRAFRVLRPLRLVSGVPSLQVVLNSIIKAMVPLLHIALLVLFVIIIYAIIGLELFMGKMHKTCYN.... Result: 0 (no interaction). (5) The miRNA is rno-miR-31a-5p with sequence AGGCAAGAUGCUGGCAUAGCUG. Result: 0 (no interaction). The protein sequence of the target gene is MGRKKIQITRIMDERNRQVTFTKRKFGLMKKAYELSVLCDCEIALIIFNSSNKLFQYASTDMDKVLLKYTEYNEPHESRTNSDIVEALNKKEHRGCDSPDPDTSYVLTPHTEEKYKKINEEFDNMMRNHKIAPGLPPQNFSMSVTVPVTSPNALSYTNPGSSLVSPSLAASSTLAESSMLSPPPATLHRNVSPGAPQRPPSTGSAGGMLSTTDLTVPNGAGNGPVGNGFVDSRASPNLIGNTGANSVGKVMPTKSPPPPGGGSVGMNSRKPDLRVVIPPSSKGMMPPLNAQRISSSQATQ.... (6) The miRNA is hsa-miR-1827 with sequence UGAGGCAGUAGAUUGAAU. The protein sequence of the target gene is MTDLNKHIKQAQTQRKQLLEESRELHREKLLVQAENRFFLEYLTNKTEEYTEQPEKVWNSYLQKSGEIERRRQESASRYAEQISVLKTALLQKENIQSSLKRKLQAMRDIAILKEKQEKEIQTLQEETKKVQAETASKTREVQAQLLQEKRLLEKQLSEPDRRLLGKRKRRELNMKAQALKLAAKRFIFEYSCGINRENQQFKKELLQLIEQAQKLTATQSHLENRKQQLQQEQWYLESLIQARQRLQGSHNQCLNRQDVPKTTPSLPQGTKSRINPK. Result: 0 (no interaction). (7) The protein sequence of the target gene is MDASTPLPPASSSPRCNPAPQTIHIEFPHHSSSLLESLNRHRLEGKFCDVSLLVQGRELRAHKAVLAAASPYFHDKLLLGDAPRLTLPNVIEADAFEGLLQLIYSGSLHLPLDALPAHLLVASGLQMWQVVDRCSEILRELETSGGISAGGRASSLTLISTTSSGGWCIRSSPFQNPVRSSASTENSVLPESPAGGEGSELEGMLQIQVKVEEEEEQGSAAPLFQTPQPERVSGGVSQACGSHPLPTPALPSKPSEDESSTVDPPAPPVQASQILYVNQENVECKEEIARGTKEKTKVLS.... The miRNA is mmu-miR-181b-5p with sequence AACAUUCAUUGCUGUCGGUGGGUU. Result: 0 (no interaction).